The task is: Predict the reactants needed to synthesize the given product.. This data is from Full USPTO retrosynthesis dataset with 1.9M reactions from patents (1976-2016). Given the product [Cl:34][C:35]1[N:40]=[C:39]([C:41]2[S:45][C:44]([C:46]([CH3:49])([CH3:48])[CH3:47])=[N:43][C:42]=2[C:50]2[C:51]([F:58])=[C:52]([NH:57][S:23]([C:26]3[C:31]([F:32])=[CH:30][CH:29]=[CH:28][C:27]=3[F:33])(=[O:25])=[O:24])[CH:53]=[CH:54][C:55]=2[F:56])[CH:38]=[CH:37][N:36]=1, predict the reactants needed to synthesize it. The reactants are: ClC1N=C(C2SC(C(C)C)=NC=2C2C=C(N[S:23]([C:26]3[C:31]([F:32])=[CH:30][CH:29]=[CH:28][C:27]=3[F:33])(=[O:25])=[O:24])C=CC=2)C=CN=1.[Cl:34][C:35]1[N:40]=[C:39]([C:41]2[S:45][C:44]([C:46]([CH3:49])([CH3:48])[CH3:47])=[N:43][C:42]=2[C:50]2[C:51]([F:58])=[C:52]([NH2:57])[CH:53]=[CH:54][C:55]=2[F:56])[CH:38]=[CH:37][N:36]=1.FC1C=CC=C(F)C=1S(Cl)(=O)=O.